This data is from Reaction yield outcomes from USPTO patents with 853,638 reactions. The task is: Predict the reaction yield, written as a fraction of the theoretical maximum amount of product (1.0 means a 100% yield; for example, 0.34 means a 34% yield). The reactants are [F-].C([N+](CCCC)(CCCC)CCCC)CCC.[CH3:19][O:20][C:21]1[CH:26]=[CH:25][N:24]=[C:23]([C:27]#[C:28][Si](C)(C)C)[N:22]=1.C(=O)([O-])[O-].[K+].[K+]. The catalyst is O1CCCC1.C(O)(=O)C. The product is [C:27]([C:23]1[N:22]=[C:21]([O:20][CH3:19])[CH:26]=[CH:25][N:24]=1)#[CH:28]. The yield is 0.850.